From a dataset of Reaction yield outcomes from USPTO patents with 853,638 reactions. Predict the reaction yield, written as a fraction of the theoretical maximum amount of product (1.0 means a 100% yield; for example, 0.34 means a 34% yield). (1) The reactants are [C:1]([N:4]1[C:13]2[C:8](=[CH:9][C:10]([N:14]3[CH2:19][CH2:18][N:17](C(OC(C)(C)C)=O)[CH2:16][CH2:15]3)=[CH:11][CH:12]=2)[C@H:7]([NH:27][C:28]2[CH:33]=[CH:32][C:31]([C:34](=[O:37])[NH:35][CH3:36])=[CH:30][CH:29]=2)[C@@H:6]([CH3:38])[C@@H:5]1[CH2:39][CH3:40])(=[O:3])[CH3:2].C(O)(C(F)(F)F)=O. The catalyst is ClCCl.CO. The product is [C:1]([N:4]1[C:13]2[C:8](=[CH:9][C:10]([N:14]3[CH2:15][CH2:16][NH:17][CH2:18][CH2:19]3)=[CH:11][CH:12]=2)[C@H:7]([NH:27][C:28]2[CH:33]=[CH:32][C:31]([C:34]([NH:35][CH3:36])=[O:37])=[CH:30][CH:29]=2)[C@@H:6]([CH3:38])[C@@H:5]1[CH2:39][CH3:40])(=[O:3])[CH3:2]. The yield is 0.950. (2) The reactants are [P:1](Cl)(Cl)(=[O:12])[O:2][C:3]1[CH:8]=[CH:7][C:6]([N+:9]([O-:11])=[O:10])=[CH:5][CH:4]=1.[C:15]1([OH:21])[CH:20]=[CH:19][CH:18]=[CH:17][CH:16]=1.C(N(CC)CC)C.[NH2:29][CH2:30][CH2:31][NH:32][C:33](=[O:55])[CH2:34][CH2:35]/[CH:36]=[CH:37]\[CH2:38]/[CH:39]=[CH:40]\[CH2:41]/[CH:42]=[CH:43]\[CH2:44]/[CH:45]=[CH:46]\[CH2:47]/[CH:48]=[CH:49]\[CH2:50]/[CH:51]=[CH:52]\[CH2:53][CH3:54]. The catalyst is C(Cl)Cl. The product is [C:33]([NH:32][CH2:31][CH2:30][NH:29][P:1](=[O:12])([O:21][C:15]1[CH:20]=[CH:19][CH:18]=[CH:17][CH:16]=1)[O:2][C:3]1[CH:8]=[CH:7][C:6]([N+:9]([O-:11])=[O:10])=[CH:5][CH:4]=1)(=[O:55])[CH2:34][CH2:35]/[CH:36]=[CH:37]\[CH2:38]/[CH:39]=[CH:40]\[CH2:41]/[CH:42]=[CH:43]\[CH2:44]/[CH:45]=[CH:46]\[CH2:47]/[CH:48]=[CH:49]\[CH2:50]/[CH:51]=[CH:52]\[CH2:53][CH3:54]. The yield is 0.680.